This data is from Catalyst prediction with 721,799 reactions and 888 catalyst types from USPTO. The task is: Predict which catalyst facilitates the given reaction. (1) Reactant: [N:1]1[C:10]2[C:5](=[CH:6][CH:7]=[CH:8][CH:9]=2)[CH:4]=[CH:3][C:2]=1[CH2:11][O:12][C:13]1[CH:14]=[C:15]([CH:18]=[CH:19][CH:20]=1)[CH2:16]O.S(Cl)([Cl:23])=O. Product: [N:1]1[C:10]2[C:5](=[CH:6][CH:7]=[CH:8][CH:9]=2)[CH:4]=[CH:3][C:2]=1[CH2:11][O:12][C:13]1[CH:14]=[C:15]([CH:18]=[CH:19][CH:20]=1)[CH2:16][Cl:23]. The catalyst class is: 22. (2) Reactant: [CH:1]1[N:6]=[C:5](Cl)[C:4]2[N:8]=[CH:9][N:10]([C@@H:11]3[O:15][C@H:14]([CH2:16][OH:17])[C@@H:13]([OH:18])[C@H:12]3[OH:19])[C:3]=2[N:2]=1.[CH3:20][O:21][C:22]1[CH:29]=[CH:28][C:25]([CH2:26][NH2:27])=[CH:24][CH:23]=1.C(N(C(C)C)CC)(C)C. Product: [CH3:20][O:21][C:22]1[CH:29]=[CH:28][C:25]([CH2:26][NH:27][C:5]2[C:4]3[N:8]=[CH:9][N:10]([C:3]=3[N:2]=[CH:1][N:6]=2)[C@@H:11]2[O:15][C@H:14]([CH2:16][OH:17])[C@@H:13]([OH:18])[C@H:12]2[OH:19])=[CH:24][CH:23]=1. The catalyst class is: 259. (3) Reactant: Br[C:2]1[CH:3]=[CH:4][C:5]2[S:9](=[O:11])(=[O:10])[N:8]([CH2:12][CH2:13][NH:14][C:15](=[O:21])[O:16][C:17]([CH3:20])([CH3:19])[CH3:18])[CH:7]([CH3:22])[C:6]=2[CH:23]=1.[F:24][C:25]1[CH:33]=[C:32]2[C:28]([C:29](B3OC(C)(C)C(C)(C)O3)=[CH:30][N:31]2[C:34]([O:36][C:37]([CH3:40])([CH3:39])[CH3:38])=[O:35])=[CH:27][CH:26]=1.[O-]P([O-])([O-])=O.[K+].[K+].[K+]. Product: [C:17]([O:16][C:15]([NH:14][CH2:13][CH2:12][N:8]1[CH:7]([CH3:22])[C:6]2[CH:23]=[C:2]([C:29]3[C:28]4[C:32](=[CH:33][C:25]([F:24])=[CH:26][CH:27]=4)[N:31]([C:34]([O:36][C:37]([CH3:40])([CH3:39])[CH3:38])=[O:35])[CH:30]=3)[CH:3]=[CH:4][C:5]=2[S:9]1(=[O:11])=[O:10])=[O:21])([CH3:20])([CH3:19])[CH3:18]. The catalyst class is: 368. (4) Reactant: [F:1][C:2]1[CH:7]=[C:6]([N+:8]([O-])=O)[CH:5]=[CH:4][C:3]=1[N:11]1[CH2:20][CH2:19][C:18]2[C:13](=[CH:14][CH:15]=[CH:16][CH:17]=2)[CH2:12]1. Product: [CH2:12]1[C:13]2[C:18](=[CH:17][CH:16]=[CH:15][CH:14]=2)[CH2:19][CH2:20][N:11]1[C:3]1[CH:4]=[CH:5][C:6]([NH2:8])=[CH:7][C:2]=1[F:1]. The catalyst class is: 791. (5) The catalyst class is: 83. Reactant: [CH2:1]([O:5][C:6]1[CH:11]=[CH:10][C:9]([S:12]([C:15]2([C:28]([O:30]C)=[O:29])[CH2:20][CH2:19][N:18]([C:21]([C:23]3[S:24][CH:25]=[CH:26][CH:27]=3)=[O:22])[CH2:17][CH2:16]2)(=[O:14])=[O:13])=[CH:8][CH:7]=1)[C:2]#[C:3][CH3:4].[OH-].[Na+]. Product: [CH2:1]([O:5][C:6]1[CH:11]=[CH:10][C:9]([S:12]([C:15]2([C:28]([OH:30])=[O:29])[CH2:16][CH2:17][N:18]([C:21]([C:23]3[S:24][CH:25]=[CH:26][CH:27]=3)=[O:22])[CH2:19][CH2:20]2)(=[O:14])=[O:13])=[CH:8][CH:7]=1)[C:2]#[C:3][CH3:4]. (6) Reactant: [CH2:1]([O:3][C:4]([CH2:6][N:7]1[CH2:12][CH2:11][NH:10][CH2:9][CH2:8]1)=[O:5])[CH3:2].C(N(CC)CC)C.[C:20](Cl)(=[O:27])[C:21]1[CH:26]=[CH:25][CH:24]=[CH:23][CH:22]=1. Product: [CH2:1]([O:3][C:4](=[O:5])[CH2:6][N:7]1[CH2:8][CH2:9][N:10]([C:20](=[O:27])[C:21]2[CH:26]=[CH:25][CH:24]=[CH:23][CH:22]=2)[CH2:11][CH2:12]1)[CH3:2]. The catalyst class is: 7. (7) Reactant: [C:1]([C:4]1[CH:14]=[CH:13][C:7]([O:8][CH2:9][C:10]([O-:12])=O)=[CH:6][C:5]=1[NH2:15])(=[O:3])[CH3:2].[Li+].CN(C([O:24][N:25]1N=N[C:27]2[CH:28]=[CH:29][CH:30]=[CH:31][C:26]1=2)=[N+](C)C)C.F[P-](F)(F)(F)(F)F.CN(C=[O:45])C.CC[N:48]([CH:52](C)C)C(C)C. Product: [C:1]([C:4]1[CH:14]=[CH:13][C:7]([O:8][CH2:9][C:10]([NH:48][CH2:52][C:30]2[CH:29]=[CH:28][CH:27]=[C:26]([N+:25]([O-:24])=[O:45])[CH:31]=2)=[O:12])=[CH:6][C:5]=1[NH2:15])(=[O:3])[CH3:2]. The catalyst class is: 25.